Dataset: Catalyst prediction with 721,799 reactions and 888 catalyst types from USPTO. Task: Predict which catalyst facilitates the given reaction. (1) Reactant: C([N:14]1[CH2:17][CH:16]([N:18]2[CH:22]=[C:21]([C:23]3[C:24]([O:38][C:39]4[CH:44]=[CH:43][C:42]([F:45])=[CH:41][CH:40]=4)=[C:25]4[C:30](=[CH:31][CH:32]=3)[N:29]([C:33]([O:35][CH3:36])=[O:34])[C@@H:28]([CH3:37])[CH2:27][CH2:26]4)[CH:20]=[N:19]2)[CH:15]1[CH3:46])(C1C=CC=CC=1)C1C=CC=CC=1.ClCCCl.ClC(OC(Cl)C)=O. Product: [F:45][C:42]1[CH:41]=[CH:40][C:39]([O:38][C:24]2[C:23]([C:21]3[CH:20]=[N:19][N:18]([CH:16]4[CH2:17][NH:14][CH:15]4[CH3:46])[CH:22]=3)=[CH:32][CH:31]=[C:30]3[C:25]=2[CH2:26][CH2:27][C@H:28]([CH3:37])[N:29]3[C:33]([O:35][CH3:36])=[O:34])=[CH:44][CH:43]=1. The catalyst class is: 13. (2) Reactant: CC1(C)C(C)(C)OB([C:9]2[CH:14]=[CH:13][C:12]([C@@H:15]3[CH2:17][C@H:16]3[NH:18][S:19]([CH:22]([CH3:24])[CH3:23])(=[O:21])=[O:20])=[CH:11][CH:10]=2)O1.C([O-])([O-])=O.[Na+].[Na+].O1[CH2:37][CH2:36]OCC1. Product: [CH3:17][C:16]1[N:18]=[CH:37][C:36]([C:9]2[CH:10]=[CH:11][C:12]([C@@H:15]3[CH2:17][C@H:16]3[NH:18][S:19]([CH:22]([CH3:23])[CH3:24])(=[O:20])=[O:21])=[CH:13][CH:14]=2)=[CH:12][CH:15]=1. The catalyst class is: 73. (3) Reactant: Cl[CH2:2][C:3]1[O:9][C:6]([CH:7]=[O:8])=[CH:5][CH:4]=1.[C:10]([O-:13])(=[O:12])[CH3:11].C([N+]1C=CN(C)C=1)C. Product: [C:10]([O:13][CH2:2][C:3]1[O:9][C:6]([CH:7]=[O:8])=[CH:5][CH:4]=1)(=[O:12])[CH3:11]. The catalyst class is: 23. (4) Reactant: O1[C:5]2([CH2:10][CH2:9][CH:8]([CH:11]3[CH2:16][CH2:15][O:14][C:13](=[O:17])[NH:12]3)[CH2:7][CH2:6]2)[O:4]CC1.C(#N)C.Cl.C(=O)(O)[O-].[NH4+]. Product: [O:4]=[C:5]1[CH2:10][CH2:9][CH:8]([CH:11]2[CH2:16][CH2:15][O:14][C:13](=[O:17])[NH:12]2)[CH2:7][CH2:6]1. The catalyst class is: 6. (5) Reactant: [CH3:1][O:2][C:3]1[CH:11]=[C:10]([Br:12])[CH:9]=[CH:8][C:4]=1[C:5]([OH:7])=O.CN1CCOCC1.CN(C(ON1N=NC2C=CC=NC1=2)=[N+](C)C)C.F[P-](F)(F)(F)(F)F.[C:44]([N:51]1[CH2:56][CH2:55][NH:54][CH2:53][CH2:52]1)([O:46][C:47]([CH3:50])([CH3:49])[CH3:48])=[O:45]. Product: [Br:12][C:10]1[CH:9]=[CH:8][C:4]([C:5]([N:54]2[CH2:53][CH2:52][N:51]([C:44]([O:46][C:47]([CH3:50])([CH3:49])[CH3:48])=[O:45])[CH2:56][CH2:55]2)=[O:7])=[C:3]([O:2][CH3:1])[CH:11]=1. The catalyst class is: 31. (6) Reactant: [CH3:1][CH2:2][Mg+].[Br-].[Cl:5][C:6]1[CH:7]=[C:8]([NH:12][C:13]([N:15]2[CH2:20][CH2:19][C:18]3[NH:21][N:22]=[C:23]([C:24](N(OC)C)=[O:25])[C:17]=3[CH2:16]2)=[O:14])[CH:9]=[CH:10][CH:11]=1.CC(=O)OCC. Product: [Cl:5][C:6]1[CH:7]=[C:8]([NH:12][C:13]([N:15]2[CH2:20][CH2:19][C:18]3[NH:21][N:22]=[C:23]([C:24](=[O:25])[CH2:2][CH3:1])[C:17]=3[CH2:16]2)=[O:14])[CH:9]=[CH:10][CH:11]=1. The catalyst class is: 1. (7) Reactant: COC1C=CC(C[N:8]([C:34]2[S:35][CH:36]=[CH:37][N:38]=2)[S:9]([C:12]2[CH:13]=[CH:14][C:15]3[N:20]([C:21]([O:23][C:24]4[CH:29]=[CH:28][C:27]([N+:30]([O-:32])=[O:31])=[CH:26][CH:25]=4)=[O:22])[CH2:19][CH2:18][O:17][C:16]=3[CH:33]=2)(=[O:11])=[O:10])=CC=1.FC(F)(F)C(O)=O. Product: [S:35]1[CH:36]=[CH:37][N:38]=[C:34]1[NH:8][S:9]([C:12]1[CH:13]=[CH:14][C:15]2[N:20]([C:21]([O:23][C:24]3[CH:25]=[CH:26][C:27]([N+:30]([O-:32])=[O:31])=[CH:28][CH:29]=3)=[O:22])[CH2:19][CH2:18][O:17][C:16]=2[CH:33]=1)(=[O:11])=[O:10]. The catalyst class is: 2. (8) Reactant: Br[CH2:2][CH:3]([C:12]1[CH:21]=[CH:20][C:19]([O:22][CH2:23][C:24]2[CH:29]=[CH:28][CH:27]=[CH:26][CH:25]=2)=[C:18]2[C:13]=1[CH:14]=[CH:15][C:16](=[O:30])[NH:17]2)[O:4][Si:5]([C:8]([CH3:11])([CH3:10])[CH3:9])([CH3:7])[CH3:6].[NH2:31][C:32]1[CH:37]=[CH:36][C:35]([CH2:38][CH2:39][NH2:40])=[CH:34][CH:33]=1. Product: [NH2:31][C:32]1[CH:37]=[CH:36][C:35]([CH2:38][CH2:39][NH:40][CH2:2][C@@H:3]([C:12]2[CH:21]=[CH:20][C:19]([O:22][CH2:23][C:24]3[CH:29]=[CH:28][CH:27]=[CH:26][CH:25]=3)=[C:18]3[C:13]=2[CH:14]=[CH:15][C:16](=[O:30])[NH:17]3)[O:4][Si:5]([C:8]([CH3:11])([CH3:10])[CH3:9])([CH3:7])[CH3:6])=[CH:34][CH:33]=1. The catalyst class is: 148. (9) Reactant: [H-].[Na+].[Br:3][C:4]1[C:5]([C:14]2[S:15][CH:16]=[CH:17][N:18]=2)=[N:6][NH:7][C:8]=1[CH:9]([O:12][CH3:13])[O:10][CH3:11].I[CH3:20].O. Product: [Br:3][C:4]1[C:5]([C:14]2[S:15][CH:16]=[CH:17][N:18]=2)=[N:6][N:7]([CH3:20])[C:8]=1[CH:9]([O:12][CH3:13])[O:10][CH3:11]. The catalyst class is: 9.